Dataset: Full USPTO retrosynthesis dataset with 1.9M reactions from patents (1976-2016). Task: Predict the reactants needed to synthesize the given product. (1) Given the product [O:1]([C@:9]12[C@H:17]([C:16]([O:20][CH3:21])=[O:19])[CH2:18][C@:10]1([CH3:15])[CH2:11][CH2:12][CH2:13][CH2:14]2)[Si:2]([C:5]([CH3:8])([CH3:7])[CH3:6])([CH3:4])[CH3:3], predict the reactants needed to synthesize it. The reactants are: [O:1]([C:9]1[CH2:14][CH2:13][CH2:12][CH2:11][C:10]=1[CH3:15])[Si:2]([C:5]([CH3:8])([CH3:7])[CH3:6])([CH3:4])[CH3:3].[C:16]([O:20][CH3:21])(=[O:19])[CH:17]=[CH2:18].[N-](S(C(F)(F)F)(=O)=O)S(C(F)(F)F)(=O)=O.C(=O)(O)[O-]. (2) Given the product [CH3:1][C:2]1([CH3:31])[CH2:11][C:10]2[C:5](=[C:6]([C:12]([OH:14])=[O:13])[CH:7]=[CH:8][CH:9]=2)[NH:4][CH:3]1[C:16]1[CH:21]=[CH:20][CH:19]=[C:18]([C:22](=[O:30])[NH:23][CH:24]2[CH2:28][CH2:27][N:26]([CH3:29])[CH2:25]2)[CH:17]=1, predict the reactants needed to synthesize it. The reactants are: [CH3:1][C:2]1([CH3:31])[CH2:11][C:10]2[C:5](=[C:6]([C:12]([O:14]C)=[O:13])[CH:7]=[CH:8][CH:9]=2)[NH:4][CH:3]1[C:16]1[CH:21]=[CH:20][CH:19]=[C:18]([C:22](=[O:30])[NH:23][CH:24]2[CH2:28][CH2:27][N:26]([CH3:29])[CH2:25]2)[CH:17]=1.[OH-].[Na+]. (3) Given the product [Br:16][C:13]1[S:12][C:11]([C:2]([CH3:1])([CH3:10])[C:3]([O:5][C:6]([CH3:7])([CH3:8])[CH3:9])=[O:4])=[N:15][CH:14]=1, predict the reactants needed to synthesize it. The reactants are: [CH3:1][C:2]([C:11]1[S:12][CH:13]=[CH:14][N:15]=1)([CH3:10])[C:3]([O:5][C:6]([CH3:9])([CH3:8])[CH3:7])=[O:4].[Br:16]Br. (4) Given the product [Cl:1][CH2:2][CH2:3][CH2:4][S:5]([O:8][CH2:9][C:10]([CH3:24])([CH3:23])[CH:11]([O:15][CH2:16][C:17]1[CH:22]=[CH:21][CH:20]=[CH:19][CH:18]=1)[C:12]([O:14][CH2:35][CH2:34][O:33][C:25](=[O:32])[C:26]1[CH:31]=[CH:30][CH:29]=[CH:28][CH:27]=1)=[O:13])(=[O:6])=[O:7], predict the reactants needed to synthesize it. The reactants are: [Cl:1][CH2:2][CH2:3][CH2:4][S:5]([O:8][CH2:9][C:10]([CH3:24])([CH3:23])[CH:11]([O:15][CH2:16][C:17]1[CH:22]=[CH:21][CH:20]=[CH:19][CH:18]=1)[C:12]([OH:14])=[O:13])(=[O:7])=[O:6].[C:25]([O:33][CH:34](Cl)[CH3:35])(=[O:32])[C:26]1[CH:31]=[CH:30][CH:29]=[CH:28][CH:27]=1. (5) Given the product [C:25]1([S:31]([C:2]2[CH:3]=[C:4]3[C:8](=[CH:9][CH:10]=2)[N:7]([CH:11]2[CH2:17][CH2:16][CH2:15][N:14]([C:18]([O:20][C:21]([CH3:24])([CH3:23])[CH3:22])=[O:19])[CH2:13][CH2:12]2)[CH2:6][CH2:5]3)(=[O:33])=[O:32])[CH:30]=[CH:29][CH:28]=[CH:27][CH:26]=1, predict the reactants needed to synthesize it. The reactants are: I[C:2]1[CH:3]=[C:4]2[C:8](=[CH:9][CH:10]=1)[N:7]([CH:11]1[CH2:17][CH2:16][CH2:15][N:14]([C:18]([O:20][C:21]([CH3:24])([CH3:23])[CH3:22])=[O:19])[CH2:13][CH2:12]1)[CH2:6][CH2:5]2.[C:25]1([S:31]([O-:33])=[O:32])[CH:30]=[CH:29][CH:28]=[CH:27][CH:26]=1.[Na+].